Dataset: Forward reaction prediction with 1.9M reactions from USPTO patents (1976-2016). Task: Predict the product of the given reaction. (1) Given the reactants [F:1][C:2]1[CH:8]=[C:7]([O:9][CH3:10])[CH:6]=[CH:5][C:3]=1[NH2:4].C([O:13][CH:14]=[C:15]([C:21](OCC)=O)[C:16]([O:18][CH2:19][CH3:20])=[O:17])C, predict the reaction product. The product is: [F:1][C:2]1[CH:8]=[C:7]([O:9][CH3:10])[CH:6]=[C:5]2[C:3]=1[NH:4][CH:21]=[C:15]([C:16]([O:18][CH2:19][CH3:20])=[O:17])[C:14]2=[O:13]. (2) Given the reactants [CH3:1][O:2][C:3]1[CH:12]=[CH:11][C:10]([NH2:13])=[CH:9][C:4]=1[C:5]([O:7][CH3:8])=[O:6].C(N(CC)C(C)C)(C)C.[C:23](Cl)(=[O:25])[CH3:24].CO.ClCCl, predict the reaction product. The product is: [CH3:1][O:2][C:3]1[CH:12]=[CH:11][C:10]([NH:13][C:23](=[O:25])[CH3:24])=[CH:9][C:4]=1[C:5]([O:7][CH3:8])=[O:6]. (3) Given the reactants C[O:2][CH2:3][CH:4]([O:6][C:7]1[CH:8]=[C:9]([CH:22]=[C:23]([C:25]2[NH:26][C:27]3[C:32]([N:33]=2)=[CH:31][N:30]=[CH:29][N:28]=3)[CH:24]=1)[O:10][C:11]1[N:12]=[CH:13][C:14]([C:17]([N:19]([CH3:21])[CH3:20])=[O:18])=[N:15][CH:16]=1)[CH3:5].CN(C)C(C1N=CC(OC2C=C(C=C(O[C@@H](C)COC)C=2)C(O)=O)=NC=1)=O.NC1C(N)=CN=CN=1, predict the reaction product. The product is: [OH:2][CH2:3][C@H:4]([CH3:5])[O:6][C:7]1[CH:8]=[C:9]([CH:22]=[C:23]([C:25]2[NH:26][C:27]3[C:32]([N:33]=2)=[CH:31][N:30]=[CH:29][N:28]=3)[CH:24]=1)[O:10][C:11]1[N:12]=[CH:13][C:14]([C:17]([N:19]([CH3:21])[CH3:20])=[O:18])=[N:15][CH:16]=1. (4) Given the reactants [F:1][C:2]1[CH:7]=[CH:6][C:5]([CH2:8][C:9]2[CH:18]=[C:17]3[C:12]([C:13]([OH:29])=[C:14]([C:24](OCC)=[O:25])[C:15](=[O:23])[N:16]3[CH2:19][CH2:20][CH2:21][OH:22])=[N:11][CH:10]=2)=[CH:4][CH:3]=1.[NH2:30][CH2:31][CH2:32][OH:33], predict the reaction product. The product is: [F:1][C:2]1[CH:7]=[CH:6][C:5]([CH2:8][C:9]2[CH:18]=[C:17]3[C:12]([C:13]([OH:29])=[C:14]([C:24]([NH:30][CH2:31][CH2:32][OH:33])=[O:25])[C:15](=[O:23])[N:16]3[CH2:19][CH2:20][CH2:21][OH:22])=[N:11][CH:10]=2)=[CH:4][CH:3]=1. (5) Given the reactants [OH:1][C:2]([CH3:35])([CH3:34])[CH2:3][C@@:4]1([C:28]2[CH:33]=[CH:32][CH:31]=[CH:30][CH:29]=2)[O:9][C:8](=[O:10])[N:7]([C@H:11]([C:13]2[CH:18]=[CH:17][C:16](B3OC(C)(C)C(C)(C)O3)=[CH:15][CH:14]=2)[CH3:12])[CH2:6][CH2:5]1.Br[C:37]1[CH:42]=[C:41]([CH3:43])[N+:40]([O-:44])=[C:39]([CH3:45])[CH:38]=1, predict the reaction product. The product is: [OH:1][C:2]([CH3:35])([CH3:34])[CH2:3][C@@:4]1([C:28]2[CH:29]=[CH:30][CH:31]=[CH:32][CH:33]=2)[O:9][C:8](=[O:10])[N:7]([C@H:11]([C:13]2[CH:18]=[CH:17][C:16]([C:37]3[CH:42]=[C:41]([CH3:43])[N+:40]([O-:44])=[C:39]([CH3:45])[CH:38]=3)=[CH:15][CH:14]=2)[CH3:12])[CH2:6][CH2:5]1.